From a dataset of Forward reaction prediction with 1.9M reactions from USPTO patents (1976-2016). Predict the product of the given reaction. (1) Given the reactants CC(C)([O-])C.[K+].[Br:7][C:8]1[CH:9]=[N:10][C:11]2[C:16]([CH:17]=1)=[CH:15][C:14]([OH:18])=[CH:13][CH:12]=2.[CH3:19][O:20][C:21](=[O:26])[CH2:22][O:23][CH2:24]Br.[I-].[K+], predict the reaction product. The product is: [CH3:19][O:20][C:21](=[O:26])[CH2:22][O:23][CH2:24][O:18][C:14]1[CH:15]=[C:16]2[C:11](=[CH:12][CH:13]=1)[N:10]=[CH:9][C:8]([Br:7])=[CH:17]2. (2) Given the reactants [CH3:1][C:2]([CH3:32])=[CH:3][CH2:4][N:5]1[C:9]2[CH:10]=[C:11]([N+:14]([O-])=O)[CH:12]=[CH:13][C:8]=2[N:7]=[C:6]1[N:17]1[CH2:21][CH2:20][CH:19]2[CH2:22][N:23]([C:25]([O:27][C:28]([CH3:31])([CH3:30])[CH3:29])=[O:26])[CH2:24][CH:18]12.[Cl-].[NH4+], predict the reaction product. The product is: [NH2:14][C:11]1[CH:12]=[CH:13][C:8]2[N:7]=[C:6]([N:17]3[CH2:21][CH2:20][CH:19]4[CH2:22][N:23]([C:25]([O:27][C:28]([CH3:30])([CH3:31])[CH3:29])=[O:26])[CH2:24][CH:18]34)[N:5]([CH2:4][CH:3]=[C:2]([CH3:32])[CH3:1])[C:9]=2[CH:10]=1. (3) Given the reactants Cl[CH:2]([C:31]1[C:32]([CH3:37])=[N:33][O:34][C:35]=1[CH3:36])[C:3]1[O:4][C:5]2[CH:11]=[CH:10][C:9]([CH2:12][C:13]([NH:15][CH:16]([C:23]3[CH:28]=[CH:27][C:26]([CH3:29])=[CH:25][C:24]=3[CH3:30])[C:17]3[CH:22]=[CH:21][CH:20]=[CH:19][CH:18]=3)=[O:14])=[CH:8][C:6]=2[CH:7]=1.[NH3:38], predict the reaction product. The product is: [NH2:38][CH:2]([C:31]1[C:32]([CH3:37])=[N:33][O:34][C:35]=1[CH3:36])[C:3]1[O:4][C:5]2[CH:11]=[CH:10][C:9]([CH2:12][C:13]([NH:15][CH:16]([C:23]3[CH:28]=[CH:27][C:26]([CH3:29])=[CH:25][C:24]=3[CH3:30])[C:17]3[CH:22]=[CH:21][CH:20]=[CH:19][CH:18]=3)=[O:14])=[CH:8][C:6]=2[CH:7]=1. (4) Given the reactants [CH3:1][O:2][C:3](=[O:11])[CH2:4][CH2:5][CH2:6][CH2:7][CH:8]([OH:10])[CH3:9].Cl[C:13]1[C:14]2[C:21]([C:22]3[CH:27]=[CH:26][C:25]([O:28][CH3:29])=[CH:24][CH:23]=3)=[C:20]([C:30]3[CH:35]=[CH:34][CH:33]=[CH:32][CH:31]=3)[O:19][C:15]=2[N:16]=[CH:17][N:18]=1.C(O)(=O)CC(CC(O)=O)(C(O)=O)O, predict the reaction product. The product is: [CH3:1][O:2][C:3](=[O:11])[CH2:4][CH2:5][CH2:6][CH2:7][CH:8]([O:10][C:13]1[C:14]2[C:21]([C:22]3[CH:23]=[CH:24][C:25]([O:28][CH3:29])=[CH:26][CH:27]=3)=[C:20]([C:30]3[CH:31]=[CH:32][CH:33]=[CH:34][CH:35]=3)[O:19][C:15]=2[N:16]=[CH:17][N:18]=1)[CH3:9]. (5) Given the reactants C([O:3][C:4](=[O:30])[CH2:5][N:6]([CH2:20][CH2:21][NH:22][C:23]([O:25][C:26]([CH3:29])([CH3:28])[CH3:27])=[O:24])[C:7](=[O:19])[CH2:8][CH2:9][N:10]1[CH:18]=[C:16]([CH3:17])[C:14](=[O:15])[NH:13][C:11]1=[O:12])C.[OH-].[Na+], predict the reaction product. The product is: [C:23]([NH:22][CH2:21][CH2:20][N:6]([C:7](=[O:19])[CH2:8][CH2:9][N:10]1[CH:18]=[C:16]([CH3:17])[C:14](=[O:15])[NH:13][C:11]1=[O:12])[CH2:5][C:4]([OH:30])=[O:3])([O:25][C:26]([CH3:28])([CH3:29])[CH3:27])=[O:24]. (6) Given the reactants [CH2:1]([C:5]1[CH:10]=[C:9]([C:11]([O:13]C)=O)[N:8]=[N:7][C:6]=1[C:15]([O:17]C)=O)[CH:2]([CH3:4])[CH3:3].[Mg+2].[Cl-].[Cl-].[NH2:22][C@H:23]([CH2:27][OH:28])[CH:24]([CH3:26])[CH3:25].[OH2:29], predict the reaction product. The product is: [OH:28][CH2:27][C@@H:23]([NH:22][C:15]([C:6]1[N:7]=[N:8][C:9]([C:11]([NH:7][C@@H:6]([CH:5]([CH3:10])[CH3:1])[CH2:15][OH:29])=[O:13])=[CH:10][C:5]=1[CH2:1][CH:2]([CH3:3])[CH3:4])=[O:17])[CH:24]([CH3:26])[CH3:25]. (7) Given the reactants O=C1C2C(=CC=CC=2)C(=O)[N:3]1[O:12][CH:13]1[CH2:18][CH2:17][CH2:16][N:15]([C:19]([O:21][C:22]([CH3:25])([CH3:24])[CH3:23])=[O:20])[CH2:14]1.CNN, predict the reaction product. The product is: [NH2:3][O:12][CH:13]1[CH2:18][CH2:17][CH2:16][N:15]([C:19]([O:21][C:22]([CH3:25])([CH3:24])[CH3:23])=[O:20])[CH2:14]1.